Dataset: Full USPTO retrosynthesis dataset with 1.9M reactions from patents (1976-2016). Task: Predict the reactants needed to synthesize the given product. (1) Given the product [F:48][C:49]1[CH:54]=[CH:53][C:52]([S:55][CH2:35][CH:36]2[CH2:41][CH2:40][CH:39]([CH3:42])[CH2:38][CH:37]2[C:43]([O:45][CH2:46][CH3:47])=[O:44])=[CH:51][CH:50]=1, predict the reactants needed to synthesize it. The reactants are: C1(P(C2C=CC=CC=2)C2C=CC=CC=2)C=CC=CC=1.N(C(OC(C)C)=O)=NC(OC(C)C)=O.O[CH2:35][CH:36]1[CH2:41][CH2:40][CH:39]([CH3:42])[CH2:38][CH:37]1[C:43]([O:45][CH2:46][CH3:47])=[O:44].[F:48][C:49]1[CH:54]=[CH:53][C:52]([SH:55])=[CH:51][CH:50]=1.N(C(OC(C)C)=O)=NC(OC(C)C)=O.C1(P(C2C=CC=CC=2)C2C=CC=CC=2)C=CC=CC=1. (2) Given the product [F:1][C:2]1[CH:7]=[CH:6][C:5]([C:8]2[C:17]3[C:12](=[N:13][C:14]([C:18]([F:19])([F:20])[F:21])=[CH:15][CH:16]=3)[N:11]=[CH:10][CH:9]=2)=[CH:4][C:3]=1[O:22][CH2:24][C:25]#[N:26], predict the reactants needed to synthesize it. The reactants are: [F:1][C:2]1[CH:7]=[CH:6][C:5]([C:8]2[C:17]3[C:12](=[N:13][C:14]([C:18]([F:21])([F:20])[F:19])=[CH:15][CH:16]=3)[N:11]=[CH:10][CH:9]=2)=[CH:4][C:3]=1[OH:22].Cl[CH2:24][C:25]#[N:26]. (3) Given the product [CH3:32][C:33]1([CH3:35])[O:1][NH:2][C:3]([C:5]2[CH:27]=[N:26][C:8]3[O:9][CH2:10][CH2:11][N:12]([S:13]([C:16]4[CH:21]=[CH:20][C:19]([C:22]([F:24])([F:25])[F:23])=[CH:18][CH:17]=4)(=[O:15])=[O:14])[C:7]=3[CH:6]=2)=[N:4]1, predict the reactants needed to synthesize it. The reactants are: [OH:1][NH:2][C:3]([C:5]1[CH:27]=[N:26][C:8]2[O:9][CH2:10][CH2:11][N:12]([S:13]([C:16]3[CH:21]=[CH:20][C:19]([C:22]([F:25])([F:24])[F:23])=[CH:18][CH:17]=3)(=[O:15])=[O:14])[C:7]=2[CH:6]=1)=[NH:4].C(O)(=O)C.[CH3:32][C:33]([CH3:35])=O. (4) Given the product [Cl:1][C:2]1[N:7]=[C:6]([NH:26][C:25]2[CH:27]=[CH:28][CH:29]=[C:23]([C:21]([N:18]3[CH2:17][CH2:16][CH:15]([C:13]([O:12][CH2:10][CH3:11])=[O:14])[CH2:20][CH2:19]3)=[O:22])[CH:24]=2)[C:5]([F:9])=[CH:4][N:3]=1, predict the reactants needed to synthesize it. The reactants are: [Cl:1][C:2]1[N:7]=[C:6](Cl)[C:5]([F:9])=[CH:4][N:3]=1.[CH2:10]([O:12][C:13]([CH:15]1[CH2:20][CH2:19][N:18]([C:21]([C:23]2[CH:24]=[C:25]([CH:27]=[CH:28][CH:29]=2)[NH2:26])=[O:22])[CH2:17][CH2:16]1)=[O:14])[CH3:11]. (5) Given the product [C:1]([O:4][C@H:5]1[CH2:22][CH2:21][C@@:20]2([CH3:23])[C@@H:7]([CH2:8][CH2:9][C@:10]3([CH3:35])[C@@H:19]2[CH2:18][CH2:17][C@H:16]2[C@@:11]3([CH3:34])[CH2:12][CH2:13][C@@:14]3([C:31]([N:38]4[CH2:42][CH2:41][CH2:40][C@H:39]4[C:43]4[NH:44][C:45]([C:48]5[CH:49]=[N:50][CH:51]=[CH:52][CH:53]=5)=[CH:46][N:47]=4)=[O:32])[CH2:26][CH2:25][C@@H:24]([C:27]4([CH3:30])[CH2:28][CH2:29]4)[C@@H:15]32)[C:6]1([CH3:37])[CH3:36])(=[O:3])[CH3:2], predict the reactants needed to synthesize it. The reactants are: [C:1]([O:4][C@H:5]1[CH2:22][CH2:21][C@@:20]2([CH3:23])[C@@H:7]([CH2:8][CH2:9][C@:10]3([CH3:35])[C@@H:19]2[CH2:18][CH2:17][C@H:16]2[C@@:11]3([CH3:34])[CH2:12][CH2:13][C@@:14]3([C:31](O)=[O:32])[CH2:26][CH2:25][C@@H:24]([C:27]4([CH3:30])[CH2:29][CH2:28]4)[C@@H:15]32)[C:6]1([CH3:37])[CH3:36])(=[O:3])[CH3:2].[NH:38]1[CH2:42][CH2:41][CH2:40][C@H:39]1[C:43]1[NH:44][C:45]([C:48]2[CH:49]=[N:50][CH:51]=[CH:52][CH:53]=2)=[CH:46][N:47]=1. (6) Given the product [OH:15][C:14]1[C:5]([C:3]([OH:4])=[O:2])=[N:6][C:7]([C:24]#[C:25][CH2:26][OH:27])=[C:8]2[C:13]=1[N:12]=[CH:11][CH:10]=[CH:9]2, predict the reactants needed to synthesize it. The reactants are: C[O:2][C:3]([C:5]1[C:14]([O:15]C(C2C=CC=CC=2)=O)=[C:13]2[C:8]([CH:9]=[CH:10][CH:11]=[N:12]2)=[C:7]([C:24]#[C:25][CH2:26][OH:27])[N:6]=1)=[O:4].[OH-].[Na+].